From a dataset of Catalyst prediction with 721,799 reactions and 888 catalyst types from USPTO. Predict which catalyst facilitates the given reaction. (1) Reactant: [Si:1]([O:8][CH2:9][CH2:10][NH:11][C:12]1[CH:17]=[CH:16][C:15]([N+:18]([O-])=O)=[CH:14][CH:13]=1)([C:4]([CH3:7])([CH3:6])[CH3:5])([CH3:3])[CH3:2].[H][H]. Product: [Si:1]([O:8][CH2:9][CH2:10][NH:11][C:12]1[CH:13]=[CH:14][C:15]([NH2:18])=[CH:16][CH:17]=1)([C:4]([CH3:7])([CH3:6])[CH3:5])([CH3:3])[CH3:2]. The catalyst class is: 63. (2) Reactant: [Si]([O:8][CH2:9][CH2:10][N:11]1[CH2:15][CH2:14][N:13]([C:16]2[S:20][C:19]([C:21]([O:23][CH2:24][CH3:25])=[O:22])=[C:18]([CH3:26])[CH:17]=2)[C:12]1=[O:27])(C(C)(C)C)(C)C. Product: [OH:8][CH2:9][CH2:10][N:11]1[CH2:15][CH2:14][N:13]([C:16]2[S:20][C:19]([C:21]([O:23][CH2:24][CH3:25])=[O:22])=[C:18]([CH3:26])[CH:17]=2)[C:12]1=[O:27]. The catalyst class is: 15.